Dataset: Peptide-MHC class II binding affinity with 134,281 pairs from IEDB. Task: Regression. Given a peptide amino acid sequence and an MHC pseudo amino acid sequence, predict their binding affinity value. This is MHC class II binding data. (1) The peptide sequence is IVALIIAIVVWTIV. The MHC is HLA-DPA10103-DPB10301 with pseudo-sequence HLA-DPA10103-DPB10301. The binding affinity (normalized) is 0.274. (2) The peptide sequence is GWNDWENVPFCSHHF. The MHC is DRB4_0103 with pseudo-sequence DRB4_0103. The binding affinity (normalized) is 0.609. (3) The peptide sequence is ASVGKMIDGIGRFYI. The MHC is DRB1_0401 with pseudo-sequence DRB1_0401. The binding affinity (normalized) is 0.208. (4) The peptide sequence is DLGYAPATPAAPGAG. The MHC is DRB1_1001 with pseudo-sequence DRB1_1001. The binding affinity (normalized) is 0.660. (5) The peptide sequence is VKQIKVRVDMVRHRI. The MHC is DRB3_0101 with pseudo-sequence DRB3_0101. The binding affinity (normalized) is 0.566. (6) The peptide sequence is PVLSAFKKFPKFNRV. The MHC is DRB1_1302 with pseudo-sequence DRB1_1302. The binding affinity (normalized) is 0.585.